From a dataset of Forward reaction prediction with 1.9M reactions from USPTO patents (1976-2016). Predict the product of the given reaction. (1) Given the reactants [C:1](Cl)(=[O:8])[C:2]1[CH:7]=[CH:6][CH:5]=[N:4][CH:3]=1.[CH3:10][CH:11]1[CH2:20][CH:19]([N:21]([C:25]2[CH:30]=[CH:29][CH:28]=[CH:27][CH:26]=2)[C:22](=[O:24])[CH3:23])[C:18]2[C:13](=[CH:14][CH:15]=[CH:16][CH:17]=2)[NH:12]1.C(N(C(C)C)C(C)C)C.ClCCl, predict the reaction product. The product is: [CH3:10][C@H:11]1[CH2:20][C@@H:19]([N:21]([C:25]2[CH:30]=[CH:29][CH:28]=[CH:27][CH:26]=2)[C:22](=[O:24])[CH3:23])[C:18]2[C:13](=[CH:14][CH:15]=[CH:16][CH:17]=2)[N:12]1[C:1]([C:2]1[CH:3]=[N:4][CH:5]=[CH:6][CH:7]=1)=[O:8]. (2) Given the reactants [CH3:1][S-:2].[Na+].Br[C:5]1[CH:6]=[CH:7][C:8](/[C:13](/[C:32]2[CH:37]=[CH:36][C:35]([C:38]([CH3:41])([CH3:40])[CH3:39])=[CH:34][CH:33]=2)=[CH:14]/[C@@H:15]2[N:19]([CH2:20][C:21]3[CH:26]=[CH:25][C:24]([O:27][CH3:28])=[CH:23][C:22]=3[O:29][CH3:30])[C:18](=[O:31])[CH2:17][CH2:16]2)=[N:9][C:10]=1[O:11][CH3:12].O, predict the reaction product. The product is: [C:38]([C:35]1[CH:36]=[CH:37][C:32](/[C:13](/[C:8]2[CH:7]=[CH:6][C:5]([S:2][CH3:1])=[C:10]([O:11][CH3:12])[N:9]=2)=[CH:14]\[C@@H:15]2[N:19]([CH2:20][C:21]3[CH:26]=[CH:25][C:24]([O:27][CH3:28])=[CH:23][C:22]=3[O:29][CH3:30])[C:18](=[O:31])[CH2:17][CH2:16]2)=[CH:33][CH:34]=1)([CH3:41])([CH3:40])[CH3:39]. (3) Given the reactants [Li]CCCC.[CH3:6][S:7]([N:10]1[CH2:14][CH2:13][CH2:12][CH2:11]1)(=[O:9])=[O:8].CON(C)[C:18](=[O:20])[CH3:19].Cl, predict the reaction product. The product is: [N:10]1([S:7]([CH2:6][C:18](=[O:20])[CH3:19])(=[O:9])=[O:8])[CH2:14][CH2:13][CH2:12][CH2:11]1. (4) Given the reactants Cl.[N+:2]([C:5]1[CH:12]=[CH:11][CH:10]=[C:9]([CH:13]=[C:14]([CH3:16])[CH3:15])[C:6]=1[C:7]#[N:8])([O-])=O, predict the reaction product. The product is: [NH2:2][C:5]1[CH:12]=[CH:11][CH:10]=[C:9]([CH:13]=[C:14]([CH3:16])[CH3:15])[C:6]=1[C:7]#[N:8]. (5) Given the reactants [F:1][C:2]([F:22])([F:21])[O:3][C:4]1[CH:9]=[CH:8][C:7]([N:10]2[CH2:14][CH2:13][C:12]3([CH2:19][CH2:18][NH:17][CH2:16][CH2:15]3)[C:11]2=[O:20])=[CH:6][CH:5]=1.[O:23]=[C:24](Cl)OC(Cl)(Cl)Cl.[CH2:31]([NH:33][C:34]1[CH:39]=[CH:38][C:37]([O:40][C:41]([F:44])([F:43])[F:42])=[CH:36][CH:35]=1)[CH3:32], predict the reaction product. The product is: [CH2:31]([N:33]([C:34]1[CH:35]=[CH:36][C:37]([O:40][C:41]([F:42])([F:43])[F:44])=[CH:38][CH:39]=1)[C:24]([N:17]1[CH2:16][CH2:15][C:12]2([C:11](=[O:20])[N:10]([C:7]3[CH:8]=[CH:9][C:4]([O:3][C:2]([F:1])([F:21])[F:22])=[CH:5][CH:6]=3)[CH2:14][CH2:13]2)[CH2:19][CH2:18]1)=[O:23])[CH3:32]. (6) Given the reactants O[CH2:2][CH2:3][C:4]1[CH:13]=[CH:12][C:7]2[C:8](=[O:11])[O:9][CH2:10][C:6]=2[CH:5]=1.C(Br)(Br)(Br)[Br:15].C1(P(C2C=CC=CC=2)C2C=CC=CC=2)C=CC=CC=1.N1C=CN=C1, predict the reaction product. The product is: [Br:15][CH2:2][CH2:3][C:4]1[CH:13]=[CH:12][C:7]2[C:8](=[O:11])[O:9][CH2:10][C:6]=2[CH:5]=1. (7) Given the reactants COC1C=C(C=CC=1OC)C[NH:7][C:8]1[N:13]2[N:14]=[C:15]([C:17]3[O:18][CH:19]=[CH:20][CH:21]=3)[N:16]=[C:12]2[CH:11]=[C:10]([C:22]2[CH:27]=[CH:26][CH:25]=[CH:24][CH:23]=2)[N:9]=1.C1(OC)C=CC=CC=1.FC(F)(F)S(O)(=O)=O.[OH-].[Na+], predict the reaction product. The product is: [NH2:7][C:8]1[N:13]2[N:14]=[C:15]([C:17]3[O:18][CH:19]=[CH:20][CH:21]=3)[N:16]=[C:12]2[CH:11]=[C:10]([C:22]2[CH:23]=[CH:24][CH:25]=[CH:26][CH:27]=2)[N:9]=1.